From a dataset of Full USPTO retrosynthesis dataset with 1.9M reactions from patents (1976-2016). Predict the reactants needed to synthesize the given product. The reactants are: [CH3:1][C:2]([CH3:13])([CH2:6][C:7]1[CH:12]=[CH:11][CH:10]=[CH:9][CH:8]=1)[C:3](O)=[O:4].C(Cl)(=O)C([Cl:17])=O. Given the product [CH3:1][C:2]([CH3:13])([CH2:6][C:7]1[CH:12]=[CH:11][CH:10]=[CH:9][CH:8]=1)[C:3]([Cl:17])=[O:4], predict the reactants needed to synthesize it.